From a dataset of Reaction yield outcomes from USPTO patents with 853,638 reactions. Predict the reaction yield, written as a fraction of the theoretical maximum amount of product (1.0 means a 100% yield; for example, 0.34 means a 34% yield). (1) The reactants are [Cl:1][CH2:2][CH2:3][CH2:4][C:5]([C:7]1[CH:12]=[CH:11][CH:10]=[CH:9][CH:8]=1)=[O:6].[CH3:13][C:14](=[CH2:18])[CH2:15][Mg]Cl. The catalyst is C1COCC1. The product is [Cl:1][CH2:2][CH2:3][CH2:4][C:5]([C:7]1[CH:12]=[CH:11][CH:10]=[CH:9][CH:8]=1)([OH:6])[CH2:15][C:14]([CH3:18])=[CH2:13]. The yield is 0.900. (2) The reactants are C(=O)([O-])[O-].Cl.[CH3:6][O:7][C:8]1[CH:9]=[C:10]([CH2:16][O:17][C:18]2[CH:19]=[C:20]([NH2:23])[NH:21][N:22]=2)[CH:11]=[C:12]([O:14][CH3:15])[CH:13]=1. The catalyst is CO.O. The product is [CH3:15][O:14][C:12]1[CH:11]=[C:10]([CH2:16][O:17][C:18]2[CH:19]=[C:20]([NH2:23])[NH:21][N:22]=2)[CH:9]=[C:8]([O:7][CH3:6])[CH:13]=1. The yield is 0.675. (3) The product is [F:24][B-:25]([F:28])([F:27])[F:26].[CH2:2]([N+:6]1[CH2:10][CH2:9][N:8]([CH2:11][CH2:12][CH2:13][Si:14]([O:21][CH2:22][CH3:23])([O:18][CH2:19][CH3:20])[O:15][CH2:16][CH3:17])[CH:7]=1)[CH2:3][CH2:4][CH3:5]. The reactants are [Cl-].[CH2:2]([N+:6]1[CH2:10][CH2:9][N:8]([CH2:11][CH2:12][CH2:13][Si:14]([O:21][CH2:22][CH3:23])([O:18][CH2:19][CH3:20])[O:15][CH2:16][CH3:17])[CH:7]=1)[CH2:3][CH2:4][CH3:5].[F:24][B-:25]([F:28])([F:27])[F:26].[Na+]. The yield is 0.990. The catalyst is C(#N)C.